Dataset: Full USPTO retrosynthesis dataset with 1.9M reactions from patents (1976-2016). Task: Predict the reactants needed to synthesize the given product. (1) Given the product [C:3]([NH:7][CH2:8][CH2:9][CH2:10][C:11]1[CH:12]=[CH:13][C:14]([C:17]([C:19]2[N:27]3[C:22]([CH:23]=[C:24]([C:28]([OH:30])=[O:29])[CH:25]=[CH:26]3)=[CH:21][C:20]=2[CH2:34][CH3:35])=[O:18])=[CH:15][CH:16]=1)([CH3:5])([CH3:6])[CH3:4], predict the reactants needed to synthesize it. The reactants are: [OH-].[Na+].[C:3]([NH:7][CH2:8][CH2:9][CH2:10][C:11]1[CH:16]=[CH:15][C:14]([C:17]([C:19]2[N:27]3[C:22]([CH:23]=[C:24]([C:28]([O:30]C(C)C)=[O:29])[CH:25]=[CH:26]3)=[CH:21][C:20]=2[CH2:34][CH3:35])=[O:18])=[CH:13][CH:12]=1)([CH3:6])([CH3:5])[CH3:4].Cl. (2) Given the product [CH3:25][O:24][C:21]1[CH:20]=[C:19]([CH:26]=[O:27])[C:18]([O:17][CH2:2][C:3]2[C:4]([C:9]3[CH:14]=[CH:13][CH:12]=[C:11]([O:15][CH3:16])[CH:10]=3)=[N:5][CH:6]=[CH:7][CH:8]=2)=[CH:23][N:22]=1, predict the reactants needed to synthesize it. The reactants are: Cl[CH2:2][C:3]1[C:4]([C:9]2[CH:14]=[CH:13][CH:12]=[C:11]([O:15][CH3:16])[CH:10]=2)=[N:5][CH:6]=[CH:7][CH:8]=1.[OH:17][C:18]1[C:19]([CH:26]=[O:27])=[CH:20][C:21]([O:24][CH3:25])=[N:22][CH:23]=1.C(=O)([O-])[O-].[K+].[K+]. (3) Given the product [NH:8]([C:1]([O:3][C:4]([CH3:5])([CH3:6])[CH3:7])=[O:2])[C@H:9]([C:11]([NH:13][C@H:14]([C:16]([NH:26][CH2:27][CH2:28][CH2:29][OH:30])=[O:18])[CH3:15])=[O:12])[CH3:10], predict the reactants needed to synthesize it. The reactants are: [C:1]([NH:8][C@H:9]([C:11]([NH:13][C@H:14]([C:16]([OH:18])=O)[CH3:15])=[O:12])[CH3:10])([O:3][C:4]([CH3:7])([CH3:6])[CH3:5])=[O:2].CN1CCOCC1.[NH2:26][CH2:27][CH2:28][CH2:29][OH:30]. (4) Given the product [F:1][C:2]1[CH:3]=[C:4]([CH:34]=[CH:35][C:36]=1[F:37])[CH2:5][N:6]1[CH2:7][CH2:8][C:9]2([N:18]([C:19]3[CH:24]=[CH:23][C:22]([O:25][C:26]([F:28])([F:29])[F:27])=[CH:21][CH:20]=3)[C:17](=[O:30])[C:16]3[C:11](=[CH:12][C:13]([O:31][CH2:44][CH2:45][O:46][CH3:47])=[CH:14][CH:15]=3)[NH:10]2)[CH2:32][CH2:33]1, predict the reactants needed to synthesize it. The reactants are: [F:1][C:2]1[CH:3]=[C:4]([CH:34]=[CH:35][C:36]=1[F:37])[CH2:5][N:6]1[CH2:33][CH2:32][C:9]2([N:18]([C:19]3[CH:24]=[CH:23][C:22]([O:25][C:26]([F:29])([F:28])[F:27])=[CH:21][CH:20]=3)[C:17](=[O:30])[C:16]3[C:11](=[CH:12][C:13]([OH:31])=[CH:14][CH:15]=3)[NH:10]2)[CH2:8][CH2:7]1.CN(C)C=O.Br[CH2:44][CH2:45][O:46][CH3:47].C(=O)([O-])[O-].[Cs+].[Cs+]. (5) Given the product [Cl:6][C:7]1[C:14]([Cl:15])=[CH:13][CH:12]=[C:11]([N+:1]([O-:4])=[O:2])[C:8]=1[CH:9]=[O:10], predict the reactants needed to synthesize it. The reactants are: [N+:1]([O-:4])([O-])=[O:2].[K+].[Cl:6][C:7]1[C:14]([Cl:15])=[CH:13][CH:12]=[CH:11][C:8]=1[CH:9]=[O:10]. (6) Given the product [CH2:1]([C:3]1[S:7][C:6]2=[N:8][C:11]([C:12]([O:14][CH2:15][CH3:16])=[O:13])=[CH:10][N:5]2[N:4]=1)[CH3:2], predict the reactants needed to synthesize it. The reactants are: [CH2:1]([C:3]1[S:7][C:6]([NH2:8])=[N:5][N:4]=1)[CH3:2].Br[CH2:10][C:11](=O)[C:12]([O:14][CH2:15][CH3:16])=[O:13].CCO.